From a dataset of Full USPTO retrosynthesis dataset with 1.9M reactions from patents (1976-2016). Predict the reactants needed to synthesize the given product. (1) Given the product [Br:1][C:2]1[CH:3]=[C:4]([C:8]#[C:9][C:11]2[CH:12]=[C:13]([OH:17])[CH:14]=[CH:15][CH:16]=2)[CH:5]=[CH:6][CH:7]=1, predict the reactants needed to synthesize it. The reactants are: [Br:1][C:2]1[CH:7]=[CH:6][CH:5]=[C:4]([C:8]#[CH:9])[CH:3]=1.I[C:11]1[CH:12]=[C:13]([OH:17])[CH:14]=[CH:15][CH:16]=1.C(N(CC)CC)C. (2) Given the product [NH2:1][C:4]1[CH:5]=[C:6]([C:10]2[C:18]3[O:17][CH2:16][CH:15]([C:19]4[CH:24]=[CH:23][C:22]([CH:25]([CH3:26])[CH3:27])=[CH:21][CH:20]=4)[C:14]=3[C:13]([CH3:28])=[C:12]([NH:29][C:30](=[O:36])[CH2:31][C:32]([CH3:35])([CH3:34])[CH3:33])[C:11]=2[CH3:37])[CH:7]=[CH:8][CH:9]=1, predict the reactants needed to synthesize it. The reactants are: [N+:1]([C:4]1[CH:5]=[C:6]([C:10]2[C:18]3[O:17][CH2:16][CH:15]([C:19]4[CH:24]=[CH:23][C:22]([CH:25]([CH3:27])[CH3:26])=[CH:21][CH:20]=4)[C:14]=3[C:13]([CH3:28])=[C:12]([NH:29][C:30](=[O:36])[CH2:31][C:32]([CH3:35])([CH3:34])[CH3:33])[C:11]=2[CH3:37])[CH:7]=[CH:8][CH:9]=1)([O-])=O.C([O-])=O.[NH4+]. (3) Given the product [CH2:1]([N:8]1[C:16]2[C:11](=[CH:12][CH:13]=[CH:14][CH:15]=2)[C:10]([C:32]#[C:31][CH2:30][CH2:29][CH2:28][C:33]2[CH:38]=[CH:37][CH:36]=[CH:35][CH:34]=2)=[N:9]1)[C:2]1[CH:3]=[CH:4][CH:5]=[CH:6][CH:7]=1, predict the reactants needed to synthesize it. The reactants are: [CH2:1]([N:8]1[C:16]2[C:11](=[CH:12][CH:13]=[CH:14][CH:15]=2)[C:10](OS(C2C=CC(C)=CC=2)(=O)=O)=[N:9]1)[C:2]1[CH:7]=[CH:6][CH:5]=[CH:4][CH:3]=1.[CH2:28]([C:33]1[CH:38]=[CH:37][CH:36]=[CH:35][CH:34]=1)[CH2:29][CH2:30][C:31]#[CH:32]. (4) Given the product [ClH:28].[NH:11]1[CH2:12][CH2:13][CH:8]([C:6]2[N:5]3[N:21]=[C:22]4[N:27]=[CH:26][CH:25]=[CH:24][C:23]4=[C:4]3[NH:3][C:2](=[O:1])[CH:7]=2)[CH2:9][CH2:10]1, predict the reactants needed to synthesize it. The reactants are: [O:1]=[C:2]1[CH:7]=[C:6]([CH:8]2[CH2:13][CH2:12][N:11](C(OC(C)(C)C)=O)[CH2:10][CH2:9]2)[N:5]2[N:21]=[C:22]3[N:27]=[CH:26][CH:25]=[CH:24][C:23]3=[C:4]2[NH:3]1.[ClH:28]. (5) Given the product [C:1]([O:5][C:6]([NH:8][C@@H:9]([CH2:37][C:38]1[CH:43]=[CH:42][CH:41]=[CH:40][CH:39]=1)[C@@H:10]([OH:29])[CH2:11][C@H:12]([NH:63][C:66](=[O:51])[O:75][CH2:68][C:69]1[CH:74]=[CH:73][CH:72]=[CH:71][CH:70]=1)[CH2:16][C:17]1[CH:22]=[CH:21][C:20]([C:23]2[CH:28]=[CH:27][CH:26]=[CH:25][N:24]=2)=[CH:19][CH:18]=1)=[O:7])([CH3:3])([CH3:2])[CH3:4], predict the reactants needed to synthesize it. The reactants are: [C:1]([O:5][C:6]([NH:8][C@@H:9]([CH2:37][C:38]1[CH:43]=[CH:42][CH:41]=[CH:40][CH:39]=1)[C@@H:10]([O:29][Si](C(C)(C)C)(C)C)[CH2:11][CH:12]([CH2:16][C:17]1[CH:22]=[CH:21][C:20]([C:23]2[CH:28]=[CH:27][CH:26]=[CH:25][N:24]=2)=[CH:19][CH:18]=1)C(O)=O)=[O:7])([CH3:4])([CH3:3])[CH3:2].C1C=CC(P(N=[N+]=[N-])(C2C=CC=CC=2)=[O:51])=CC=1.C([N:63]([CH2:66]C)CC)C.[CH2:68]([OH:75])[C:69]1[CH:74]=[CH:73][CH:72]=[CH:71][CH:70]=1.